This data is from Peptide-MHC class I binding affinity with 185,985 pairs from IEDB/IMGT. The task is: Regression. Given a peptide amino acid sequence and an MHC pseudo amino acid sequence, predict their binding affinity value. This is MHC class I binding data. (1) The peptide sequence is GHQAAMQML. The MHC is HLA-A02:02 with pseudo-sequence HLA-A02:02. The binding affinity (normalized) is 0.209. (2) The peptide sequence is FLKEMGGL. The MHC is HLA-C06:02 with pseudo-sequence HLA-C06:02. The binding affinity (normalized) is 0.0141. (3) The peptide sequence is MPGVLSYVI. The MHC is HLA-B51:01 with pseudo-sequence HLA-B51:01. The binding affinity (normalized) is 0.426. (4) The peptide sequence is SLREWLLRI. The MHC is HLA-A29:02 with pseudo-sequence HLA-A29:02. The binding affinity (normalized) is 0. (5) The peptide sequence is AYRPQNAPIL. The MHC is HLA-A24:02 with pseudo-sequence HLA-A24:02. The binding affinity (normalized) is 0.0997. (6) The peptide sequence is VSAQNISFK. The MHC is HLA-A11:01 with pseudo-sequence HLA-A11:01. The binding affinity (normalized) is 0.791. (7) The peptide sequence is APRTLVYLL. The MHC is HLA-A03:01 with pseudo-sequence HLA-A03:01. The binding affinity (normalized) is 0. (8) The peptide sequence is ASYRLCLYR. The MHC is HLA-B27:05 with pseudo-sequence HLA-B27:05. The binding affinity (normalized) is 0.0847.